This data is from Peptide-MHC class I binding affinity with 185,985 pairs from IEDB/IMGT. The task is: Regression. Given a peptide amino acid sequence and an MHC pseudo amino acid sequence, predict their binding affinity value. This is MHC class I binding data. (1) The peptide sequence is HQTNAMAPI. The MHC is HLA-B27:05 with pseudo-sequence HLA-B27:05. The binding affinity (normalized) is 0.438. (2) The peptide sequence is YLTDMTLEEM. The MHC is HLA-A02:01 with pseudo-sequence HLA-A02:01. The binding affinity (normalized) is 0.659. (3) The peptide sequence is GVIADYNYK. The MHC is HLA-A03:01 with pseudo-sequence HLA-A03:01. The binding affinity (normalized) is 0.707.